Dataset: Catalyst prediction with 721,799 reactions and 888 catalyst types from USPTO. Task: Predict which catalyst facilitates the given reaction. (1) Reactant: I.[Br:2][C:3]1[CH:4]=[C:5]2[C:10]([NH:11][CH:12]3[C:16]([CH3:18])([CH3:17])[CH2:15][NH:14][CH2:13]3)=[C:9]([C:19]([NH2:21])=[O:20])[CH:8]=[N:7][N:6]2[CH:22]=1.CCN(C(C)C)C(C)C.[CH3:32][S:33](Cl)(=[O:35])=[O:34]. Product: [Br:2][C:3]1[CH:4]=[C:5]2[C:10]([NH:11][CH:12]3[C:16]([CH3:17])([CH3:18])[CH2:15][N:14]([S:33]([CH3:32])(=[O:35])=[O:34])[CH2:13]3)=[C:9]([C:19]([NH2:21])=[O:20])[CH:8]=[N:7][N:6]2[CH:22]=1. The catalyst class is: 2. (2) Reactant: [CH:1]1([C:7]([OH:9])=[O:8])[CH2:6][CH2:5][CH:4]=[CH:3][CH2:2]1.C(N(CC)CC)C.[CH2:17](Br)[C:18]1[CH:23]=[CH:22][CH:21]=[CH:20][CH:19]=1.O. Product: [CH2:17]([O:8][C:7]([CH:1]1[CH2:6][CH2:5][CH:4]=[CH:3][CH2:2]1)=[O:9])[C:18]1[CH:23]=[CH:22][CH:21]=[CH:20][CH:19]=1. The catalyst class is: 9. (3) Reactant: C[Si](C)(C)CC[N:5]([C:9]1[CH:13]=[C:12]([CH3:14])[N:11]([CH2:15][C:16]2[CH:21]=[C:20]([Cl:22])[CH:19]=[CH:18][C:17]=2[O:23][CH2:24][CH:25]([CH3:27])[CH3:26])[N:10]=1)C(=O)[O-].[F-].C([N+](CCCC)(CCCC)CCCC)CCC. Product: [Cl:22][C:20]1[CH:19]=[CH:18][C:17]([O:23][CH2:24][CH:25]([CH3:27])[CH3:26])=[C:16]([CH2:15][N:11]2[C:12]([CH3:14])=[CH:13][C:9]([NH2:5])=[N:10]2)[CH:21]=1. The catalyst class is: 7. (4) Reactant: ClC(Cl)(Cl)S(O[CH2:7][C:8]([F:11])([F:10])[F:9])(=O)=O.[CH3:14][C:15]1([CH3:28])[C:24]2[C:19](=[CH:20][C:21]([N+:25]([O-:27])=[O:26])=[CH:22][CH:23]=2)[CH2:18][NH:17][CH2:16]1.C(=O)(O)[O-].[Na+]. Product: [CH3:14][C:15]1([CH3:28])[C:24]2[C:19](=[CH:20][C:21]([N+:25]([O-:27])=[O:26])=[CH:22][CH:23]=2)[CH2:18][N:17]([CH2:7][C:8]([F:11])([F:10])[F:9])[CH2:16]1. The catalyst class is: 9.